The task is: Predict the product of the given reaction.. This data is from Forward reaction prediction with 1.9M reactions from USPTO patents (1976-2016). (1) Given the reactants [C:1]1([CH3:14])[CH:6]=[CH:5][CH:4]=[CH:3][C:2]=1[CH:7]1[CH2:12][CH2:11][CH2:10][CH2:9][CH:8]1[OH:13].CC(OI1(OC(C)=O)(OC(C)=O)OC(=O)C2C=CC=CC1=2)=O.C(OCC)C, predict the reaction product. The product is: [C:1]1([CH3:14])[CH:6]=[CH:5][CH:4]=[CH:3][C:2]=1[CH:7]1[CH2:12][CH2:11][CH2:10][CH2:9][C:8]1=[O:13]. (2) Given the reactants C1(S)C=CC=CC=1.[H-].[Na+].[NH2:10][C:11]1[N:16]=[C:15]([NH:17][C@H:18]2[CH2:23][CH2:22][C@H:21]([O:24][CH2:25][CH2:26][OH:27])[CH2:20][CH2:19]2)[C:14](/[CH:28]=[CH:29]/[C:30](OCC)=[O:31])=[C:13]([CH3:35])[N:12]=1.N12CCCN=C1CCCCC2.C(N(C(C)C)CC)(C)C, predict the reaction product. The product is: [NH2:10][C:11]1[N:12]=[C:13]([CH3:35])[C:14]2[CH:28]=[CH:29][C:30](=[O:31])[N:17]([C@H:18]3[CH2:23][CH2:22][C@H:21]([O:24][CH2:25][CH2:26][OH:27])[CH2:20][CH2:19]3)[C:15]=2[N:16]=1. (3) Given the reactants [Cl:1][C:2]1[CH:3]=[C:4]([CH2:9][CH2:10][CH2:11][NH:12][C:13](=[O:23])/[CH:14]=[C:15]2\[O:16][C:17]([CH3:22])([CH3:21])[O:18][C:19]\2=[O:20])[CH:5]=[CH:6][C:7]=1[Cl:8].Cl[C:25]1C=C(/C=C/CCN)C=CC=1Cl, predict the reaction product. The product is: [Cl:8][C:7]1[CH:6]=[C:5](/[CH:4]=[CH:9]/[CH2:10][CH2:11][NH:12][C:13](=[O:23])/[CH:14]=[C:15]2\[O:16][C:17]([CH3:21])([CH3:22])[O:18][C:19]\2=[O:20])[CH:25]=[CH:3][C:2]=1[Cl:1].